Dataset: Full USPTO retrosynthesis dataset with 1.9M reactions from patents (1976-2016). Task: Predict the reactants needed to synthesize the given product. (1) Given the product [NH2:3][C:2]1[C:4]([C:5]2[CH:10]=[C:9]([Cl:11])[CH:8]=[C:7]([Cl:12])[C:6]=2[Cl:13])=[N:14][CH:15]=[C:16]([NH2:18])[N:17]=1, predict the reactants needed to synthesize it. The reactants are: Br.[C:2]([CH:4]([NH:14][CH2:15][C:16]([NH2:18])=[NH:17])[C:5]1[CH:10]=[C:9]([Cl:11])[CH:8]=[C:7]([Cl:12])[C:6]=1[Cl:13])#[N:3].O.[OH-].[Li+]. (2) Given the product [CH3:1][O:2][C:3]([C:5]1[S:12][C:11]2[C:10]([C:30]3[CH2:35][CH2:34][CH2:33][CH2:32][CH:31]=3)=[C:9]([C:13]3[CH:14]=[C:15]4[C:20](=[CH:21][CH:22]=3)[N:19]=[C:18]([C:23]3[S:27][C:26]([CH3:28])=[N:25][C:24]=3[CH3:29])[CH:17]=[CH:16]4)[NH:8][C:7]=2[CH:6]=1)=[O:4], predict the reactants needed to synthesize it. The reactants are: [CH3:1][O:2][C:3]([C:5]1[S:12][C:11]2[CH:10]=[C:9]([C:13]3[CH:14]=[C:15]4[C:20](=[CH:21][CH:22]=3)[N:19]=[C:18]([C:23]3[S:27][C:26]([CH3:28])=[N:25][C:24]=3[CH3:29])[CH:17]=[CH:16]4)[NH:8][C:7]=2[CH:6]=1)=[O:4].[C:30]1(=O)[CH2:35][CH2:34][CH2:33][CH2:32][CH2:31]1.C(OC(=O)C)(=O)C.OP(O)(O)=O.